This data is from Catalyst prediction with 721,799 reactions and 888 catalyst types from USPTO. The task is: Predict which catalyst facilitates the given reaction. Reactant: [CH2:1]([O:3][C:4](=[O:21])[NH:5][C:6]1[S:7][C:8]2[C:9]([N:20]=1)=[N:10][CH:11]=[C:12]([C:14]#[C:15][Si](C)(C)C)[N:13]=2)[CH3:2].CCCC[N+](CCCC)(CCCC)CCCC.[F-]. Product: [C:14]([C:12]1[N:13]=[C:8]2[S:7][C:6]([NH:5][C:4](=[O:21])[O:3][CH2:1][CH3:2])=[N:20][C:9]2=[N:10][CH:11]=1)#[CH:15]. The catalyst class is: 1.